From a dataset of Full USPTO retrosynthesis dataset with 1.9M reactions from patents (1976-2016). Predict the reactants needed to synthesize the given product. (1) Given the product [CH:23]1([NH:28][C:2]2[N:7]=[C:6]([CH:8]([C:11]3[N:15]([CH2:16][CH3:17])[C:14]4[CH:18]=[CH:19][CH:20]=[CH:21][C:13]=4[N:12]=3)[C:9]#[N:10])[CH:5]=[C:4]([CH3:22])[N:3]=2)[CH2:27][CH2:26][CH2:25][CH2:24]1, predict the reactants needed to synthesize it. The reactants are: Cl[C:2]1[N:7]=[C:6]([CH:8]([CH:11]2[N:15]([CH2:16][CH3:17])[C:14]3[CH:18]=[CH:19][CH:20]=[CH:21][C:13]=3[NH:12]2)[C:9]#[N:10])[CH:5]=[C:4]([CH3:22])[N:3]=1.[CH:23]1([NH2:28])[CH2:27][CH2:26][CH2:25][CH2:24]1. (2) Given the product [Si:6]([O:14][CH2:15][CH2:16][O:17][C:18]1[CH:19]=[CH:20][C:21]([C:24]2[N:28]([C:29]3[CH:34]=[CH:33][C:32]([O:35][CH3:36])=[CH:31][CH:30]=3)[N:27]=[C:26]([C:37]([O:39][CH2:40][CH3:41])=[O:38])[CH:25]=2)=[CH:22][CH:23]=1)([C:9]([CH3:12])([CH3:11])[CH3:10])([CH3:8])[CH3:7], predict the reactants needed to synthesize it. The reactants are: N1C=CN=C1.[Si:6](Cl)([C:9]([CH3:12])([CH3:11])[CH3:10])([CH3:8])[CH3:7].[OH:14][CH2:15][CH2:16][O:17][C:18]1[CH:23]=[CH:22][C:21]([C:24]2[N:28]([C:29]3[CH:34]=[CH:33][C:32]([O:35][CH3:36])=[CH:31][CH:30]=3)[N:27]=[C:26]([C:37]([O:39][CH2:40][CH3:41])=[O:38])[CH:25]=2)=[CH:20][CH:19]=1. (3) The reactants are: C(OC([N:8]1[CH2:13][CH2:12][CH:11]([C:14]2[S:15][CH:16]=[C:17]([C:19]([N:21]3[C@H:30]4[C@@H:25]([CH2:26][CH2:27][CH2:28][CH2:29]4)[CH2:24][CH2:23][CH2:22]3)=[O:20])[CH:18]=2)[CH2:10][CH2:9]1)=O)(C)(C)C.C(O)(C(F)(F)F)=O. Given the product [N:21]1([C:19]([C:17]2[CH:18]=[C:14]([CH:11]3[CH2:10][CH2:9][NH:8][CH2:13][CH2:12]3)[S:15][CH:16]=2)=[O:20])[C@H:30]2[C@@H:25]([CH2:26][CH2:27][CH2:28][CH2:29]2)[CH2:24][CH2:23][CH2:22]1, predict the reactants needed to synthesize it. (4) Given the product [C:20]([C:13]1[CH:14]=[C:15]2[C:10](=[CH:11][CH:12]=1)[NH:9][CH:8]([C:3]1[CH:4]=[CH:5][CH:6]=[CH:7][C:2]=1[NH:22][C:23]([CH3:28])([CH3:27])[C:24]([OH:26])=[O:25])[CH2:17][C:16]2([CH3:19])[CH3:18])#[N:21], predict the reactants needed to synthesize it. The reactants are: Br[C:2]1[CH:7]=[CH:6][CH:5]=[CH:4][C:3]=1[CH:8]1[CH2:17][C:16]([CH3:19])([CH3:18])[C:15]2[C:10](=[CH:11][CH:12]=[C:13]([C:20]#[N:21])[CH:14]=2)[NH:9]1.[NH2:22][C:23]([CH3:28])([CH3:27])[C:24]([OH:26])=[O:25].C(=O)([O-])[O-].[K+].[K+].